Dataset: Full USPTO retrosynthesis dataset with 1.9M reactions from patents (1976-2016). Task: Predict the reactants needed to synthesize the given product. (1) Given the product [N+:1]([C:4]1[CH:11]=[CH:10][C:7]([CH2:8][N:12]2[CH2:17][CH2:16][O:15][CH2:14][CH2:13]2)=[CH:6][CH:5]=1)([O-:3])=[O:2], predict the reactants needed to synthesize it. The reactants are: [N+:1]([C:4]1[CH:11]=[CH:10][C:7]([CH2:8]Br)=[CH:6][CH:5]=1)([O-:3])=[O:2].[NH:12]1[CH2:17][CH2:16][O:15][CH2:14][CH2:13]1.C(N(CC)CC)C.C(=O)(O)[O-].[Na+]. (2) The reactants are: [NH2:1][C:2]1[CH:12]=[CH:11][C:5]([C:6]([O:8][CH2:9][CH3:10])=[O:7])=[CH:4][N:3]=1.[C:13](O[C:13]([O:15][C:16]([CH3:19])([CH3:18])[CH3:17])=[O:14])([O:15][C:16]([CH3:19])([CH3:18])[CH3:17])=[O:14]. Given the product [C:16]([O:15][C:13]([NH:1][C:2]1[CH:12]=[CH:11][C:5]([C:6]([O:8][CH2:9][CH3:10])=[O:7])=[CH:4][N:3]=1)=[O:14])([CH3:19])([CH3:18])[CH3:17], predict the reactants needed to synthesize it.